Dataset: Reaction yield outcomes from USPTO patents with 853,638 reactions. Task: Predict the reaction yield, written as a fraction of the theoretical maximum amount of product (1.0 means a 100% yield; for example, 0.34 means a 34% yield). (1) The reactants are [F:1][C:2]1[CH:7]=[CH:6][C:5]([C:8]2[O:9][C:10]3[CH:20]=[C:19]([N+:21]([O-])=O)[C:18]([C:24]4[CH:25]=[C:26]([CH:32]=[CH:33][CH:34]=4)[C:27]([O:29][CH2:30][CH3:31])=[O:28])=[CH:17][C:11]=3[C:12]=2[C:13](=[O:16])[NH:14][CH3:15])=[CH:4][CH:3]=1. The catalyst is CCO.CC(O)=O.CCOC(C)=O.[Fe]. The product is [NH2:21][C:19]1[C:18]([C:24]2[CH:25]=[C:26]([CH:32]=[CH:33][CH:34]=2)[C:27]([O:29][CH2:30][CH3:31])=[O:28])=[CH:17][C:11]2[C:12]([C:13](=[O:16])[NH:14][CH3:15])=[C:8]([C:5]3[CH:4]=[CH:3][C:2]([F:1])=[CH:7][CH:6]=3)[O:9][C:10]=2[CH:20]=1. The yield is 0.880. (2) The reactants are [CH3:1][O:2][C:3]1[C:12]2[N:11]=[C:10]([NH2:13])[N:9]3[CH2:14][CH2:15][N:16]=[C:8]3[C:7]=2[CH:6]=[CH:5][CH:4]=1.[C:17](O)(=[O:24])[C:18]1[CH:23]=[CH:22][CH:21]=[N:20][CH:19]=1.C(N(C(C)C)CC)(C)C.C1CN([P+](ON2N=NC3C=CC=CC2=3)(N2CCCC2)N2CCCC2)CC1.F[P-](F)(F)(F)(F)F. The catalyst is CN(C=O)C. The product is [CH3:1][O:2][C:3]1[C:12]2[N:11]=[C:10]([NH:13][C:17](=[O:24])[C:18]3[CH:23]=[CH:22][CH:21]=[N:20][CH:19]=3)[N:9]3[CH2:14][CH2:15][N:16]=[C:8]3[C:7]=2[CH:6]=[CH:5][CH:4]=1. The yield is 0.680. (3) The reactants are [OH:1][CH:2]1[CH2:7][C:6]([N+:14]([O-:16])=[O:15])([C:8]2[CH:13]=[CH:12][CH:11]=[CH:10][CH:9]=2)[CH2:5][N:4]([CH3:17])[C:3]1=[O:18].C(N(C(C)C)C(C)C)C.[CH3:28][O:29][CH2:30]Cl. The catalyst is COCCOC. The product is [CH3:28][O:29][CH2:30][O:1][CH:2]1[CH2:7][C:6]([N+:14]([O-:16])=[O:15])([C:8]2[CH:13]=[CH:12][CH:11]=[CH:10][CH:9]=2)[CH2:5][N:4]([CH3:17])[C:3]1=[O:18]. The yield is 0.510. (4) The reactants are [CH:1]([C:4]1[CH:9]=[CH:8][C:7]([CH:10]2[C:14]3[C:15]([CH3:20])=[CH:16][CH:17]=[C:18]([CH3:19])[C:13]=3[O:12][C:11]2=[O:21])=[CH:6][CH:5]=1)([CH3:3])[CH3:2]. The catalyst is CCCCCC.C(OCC)(=O)C. The product is [OH:21][CH2:11][CH:10]([C:14]1[C:15]([CH3:20])=[CH:16][CH:17]=[C:18]([CH3:19])[C:13]=1[OH:12])[C:7]1[CH:6]=[CH:5][C:4]([CH:1]([CH3:3])[CH3:2])=[CH:9][CH:8]=1. The yield is 0.880.